Dataset: Reaction yield outcomes from USPTO patents with 853,638 reactions. Task: Predict the reaction yield, written as a fraction of the theoretical maximum amount of product (1.0 means a 100% yield; for example, 0.34 means a 34% yield). (1) The reactants are [NH2:1][C:2]1[C:18]([F:19])=[CH:17][C:5]([O:6][C:7]2[CH:12]=[CH:11][N:10]=[C:9]([NH:13][C:14](=[O:16])[CH3:15])[N:8]=2)=[C:4]([F:20])[CH:3]=1.[F:21][C:22]1[CH:27]=[CH:26][C:25]([NH:28][C:29]([C:31]2([C:34](O)=[O:35])[CH2:33][CH2:32]2)=[O:30])=[CH:24][CH:23]=1.CN(C(ON1N=NC2C=CC=NC1=2)=[N+](C)C)C.F[P-](F)(F)(F)(F)F.CCN(C(C)C)C(C)C. The catalyst is CN(C=O)C.O. The product is [C:14]([NH:13][C:9]1[N:8]=[C:7]([O:6][C:5]2[C:4]([F:20])=[CH:3][C:2]([NH:1][C:34]([C:31]3([C:29]([NH:28][C:25]4[CH:26]=[CH:27][C:22]([F:21])=[CH:23][CH:24]=4)=[O:30])[CH2:33][CH2:32]3)=[O:35])=[C:18]([F:19])[CH:17]=2)[CH:12]=[CH:11][N:10]=1)(=[O:16])[CH3:15]. The yield is 0.0800. (2) The reactants are [F:1][C:2]1[CH:10]=[CH:9][C:8]2[N:7]([CH2:11][C:12]3[CH:17]=[CH:16][C:15]([C:18]([N:20]4[CH2:25][CH2:24][O:23][CH2:22][CH2:21]4)=[O:19])=[CH:14][CH:13]=3)[C:6]3[CH:26]=[N:27][N:28](C4CCCCO4)[C:5]=3[C:4]=2[CH:3]=1.Cl. The catalyst is C(O)C. The product is [F:1][C:2]1[CH:10]=[CH:9][C:8]2[N:7]([CH2:11][C:12]3[CH:17]=[CH:16][C:15]([C:18]([N:20]4[CH2:21][CH2:22][O:23][CH2:24][CH2:25]4)=[O:19])=[CH:14][CH:13]=3)[C:6]3[CH:26]=[N:27][NH:28][C:5]=3[C:4]=2[CH:3]=1. The yield is 0.620. (3) The reactants are O1CC[CH2:3][CH2:2]1.Cl.Cl.Cl.[NH2:9][N:10]1[O:22][C:21]2[C:20]3[CH2:19][CH2:18][NH:17][CH2:16][C:15]=3[S:14][C:13]=2[N:12]=[C:11]1[S:23][CH2:24][CH2:25][CH2:26][N:27]1[CH2:32][CH2:31][N:30]([C:33]2[CH:42]=[CH:41][C:40]3[C:35](=[CH:36][CH:37]=[CH:38][CH:39]=3)[N:34]=2)[CH2:29][CH2:28]1.C(I)C. The catalyst is C(N(CC)CC)C. The product is [NH2:9][N:10]1[O:22][C:21]2[C:20]3[CH2:19][CH2:18][N:17]([CH2:2][CH3:3])[CH2:16][C:15]=3[S:14][C:13]=2[N:12]=[C:11]1[S:23][CH2:24][CH2:25][CH2:26][N:27]1[CH2:32][CH2:31][N:30]([C:33]2[CH:42]=[CH:41][C:40]3[C:35](=[CH:36][CH:37]=[CH:38][CH:39]=3)[N:34]=2)[CH2:29][CH2:28]1. The yield is 0.370. (4) The reactants are [CH3:1][O:2][C:3]1[CH:12]=[CH:11][C:10]2[NH:9][C:8](=[O:13])[C:7]3[S:14][CH:15]=[CH:16][C:6]=3[C:5]=2[C:4]=1[C:17]1[CH:22]=[CH:21][C:20]([C@@H:23]([CH3:33])[CH2:24][NH:25][C:26](=[O:32])[O:27][C:28]([CH3:31])([CH3:30])[CH3:29])=[CH:19][CH:18]=1.C1C(=O)N([Br:41])C(=O)C1. No catalyst specified. The product is [Br:41][C:11]1[C:10]2[NH:9][C:8](=[O:13])[C:7]3[S:14][CH:15]=[CH:16][C:6]=3[C:5]=2[C:4]([C:17]2[CH:22]=[CH:21][C:20]([C@@H:23]([CH3:33])[CH2:24][NH:25][C:26](=[O:32])[O:27][C:28]([CH3:29])([CH3:31])[CH3:30])=[CH:19][CH:18]=2)=[C:3]([O:2][CH3:1])[CH:12]=1. The yield is 0.280. (5) The reactants are C([O-])(=O)C.[Na+].[F:6][CH:7]([C:9]1[N:10]=[C:11]([CH2:31][CH2:32][CH3:33])[N:12]([CH2:16][C:17]2[CH:22]=[CH:21][C:20]([C:23]3[C:24]([C:29]#[N:30])=[CH:25][CH:26]=[CH:27][CH:28]=3)=[CH:19][CH:18]=2)[C:13](=[O:15])[CH:14]=1)[CH3:8].[Br:34]Br. The catalyst is C(O)(=O)C. The product is [Br:34][C:14]1[C:13](=[O:15])[N:12]([CH2:16][C:17]2[CH:22]=[CH:21][C:20]([C:23]3[C:24]([C:29]#[N:30])=[CH:25][CH:26]=[CH:27][CH:28]=3)=[CH:19][CH:18]=2)[C:11]([CH2:31][CH2:32][CH3:33])=[N:10][C:9]=1[CH:7]([F:6])[CH3:8]. The yield is 0.830. (6) The reactants are [H-].[H-].[H-].[H-].[Li+].[Al+3].[Al+3].[Cl-].[Cl-].[Cl-].[CH2:11]1[C:15]2([NH:24][C:18]3([CH2:23][CH2:22][CH2:21][CH2:20][CH2:19]3)[O:17][CH2:16]2)[CH2:14][CH2:13][CH2:12]1.[OH-].[Na+]. The catalyst is C1COCC1.O. The product is [CH:18]1([NH:24][C:15]2([CH2:16][OH:17])[CH2:14][CH2:13][CH2:12][CH2:11]2)[CH2:19][CH2:20][CH2:21][CH2:22][CH2:23]1. The yield is 0.790. (7) The reactants are [CH3:1][O:2][C:3](=[O:9])[C@@H:4]([C@H:6]([CH3:8])[OH:7])[NH2:5].[C:10](Cl)(=[O:17])[C:11]1[CH:16]=[CH:15][CH:14]=[CH:13][CH:12]=1.O. The yield is 1.04. The catalyst is CO. The product is [CH3:1][O:2][C:3](=[O:9])[C@@H:4]([C@H:6]([CH3:8])[OH:7])[NH:5][C:10](=[O:17])[C:11]1[CH:16]=[CH:15][CH:14]=[CH:13][CH:12]=1.